Dataset: Reaction yield outcomes from USPTO patents with 853,638 reactions. Task: Predict the reaction yield, written as a fraction of the theoretical maximum amount of product (1.0 means a 100% yield; for example, 0.34 means a 34% yield). (1) The reactants are O=[C:2]1[N:8]([C@@H:9]([C:11]2[CH:16]=[CH:15][CH:14]=[CH:13][CH:12]=2)[CH3:10])[CH2:7][CH:6]([NH:17][C:18](=O)OC(C)(C)C)[C:3]21[CH2:5][CH2:4]2.[H-].[Al+3].[Li+].[H-].[H-].[H-].C1COCC1.[OH-].[Na+]. The catalyst is O. The product is [CH3:18][NH:17][CH:6]1[C:3]2([CH2:5][CH2:4]2)[CH2:2][N:8]([C@@H:9]([C:11]2[CH:12]=[CH:13][CH:14]=[CH:15][CH:16]=2)[CH3:10])[CH2:7]1. The yield is 0.800. (2) The reactants are [C:1]([O:5][C:6]([N:8]1[CH2:13][CH2:12][CH:11]([C:14]2[N:15]=[C:16]([SH:23])[NH:17][C:18](=[O:22])[C:19]=2[C:20]#[N:21])[CH2:10][CH2:9]1)=[O:7])([CH3:4])([CH3:3])[CH3:2].C([O-])([O-])=O.[K+].[K+].Cl[CH2:31][C:32]1[CH:37]=[C:36]([CH3:38])[CH:35]=[CH:34][C:33]=1[CH3:39]. The catalyst is CC(C)=O.CCOC(C)=O. The product is [C:1]([O:5][C:6]([N:8]1[CH2:13][CH2:12][CH:11]([C:14]2[N:15]=[C:16]([S:23][CH2:31][C:32]3[CH:37]=[C:36]([CH3:38])[CH:35]=[CH:34][C:33]=3[CH3:39])[NH:17][C:18](=[O:22])[C:19]=2[C:20]#[N:21])[CH2:10][CH2:9]1)=[O:7])([CH3:4])([CH3:2])[CH3:3]. The yield is 0.770. (3) The reactants are [Cl:1][C:2]1[CH:3]=[C:4]([CH:19]=[CH:20][C:21]=1[O:22][CH:23]([CH3:25])[CH3:24])[C:5](OC1C(F)=C(F)C(F)=C(F)C=1F)=[O:6].[NH:26]([CH2:28][CH2:29][C:30]#[N:31])[NH2:27].[CH2:32]([O:39][C:40]1[CH:47]=[CH:46][C:43]([CH:44]=O)=[CH:42][CH:41]=1)[C:33]1[CH:38]=[CH:37][CH:36]=[CH:35][CH:34]=1.C([BH3-])#N.[Na+].O.C1(C)C=CC(S(O)(=O)=O)=CC=1. The catalyst is CO. The product is [Cl:1][C:2]1[CH:3]=[C:4]([CH:19]=[CH:20][C:21]=1[O:22][CH:23]([CH3:25])[CH3:24])[C:5]([NH:27][N:26]([CH2:28][CH2:29][C:30]#[N:31])[CH2:44][C:43]1[CH:46]=[CH:47][C:40]([O:39][CH2:32][C:33]2[CH:38]=[CH:37][CH:36]=[CH:35][CH:34]=2)=[CH:41][CH:42]=1)=[O:6]. The yield is 0.610. (4) The yield is 0.450. The catalyst is COCCOC.C1C=CC([P]([Pd]([P](C2C=CC=CC=2)(C2C=CC=CC=2)C2C=CC=CC=2)([P](C2C=CC=CC=2)(C2C=CC=CC=2)C2C=CC=CC=2)[P](C2C=CC=CC=2)(C2C=CC=CC=2)C2C=CC=CC=2)(C2C=CC=CC=2)C2C=CC=CC=2)=CC=1. The reactants are [OH:1][CH:2]1[CH2:7][CH2:6][CH:5]([NH:8][C:9]2[CH:16]=[C:15]([C:17]3[C:26]4[C:21](=[C:22](B5OC(C)(C)C(C)(C)O5)[CH:23]=[CH:24][CH:25]=4)[CH:20]=[CH:19][N:18]=3)[CH:14]=[CH:13][C:10]=2[C:11]#[N:12])[CH2:4][CH2:3]1.[NH2:36][C:37]1[CH:38]=[N:39][CH:40]=[C:41](Br)[CH:42]=1.C(=O)([O-])[O-:45].[Na+].[Na+]. The product is [NH2:36][C:37]1[CH:42]=[C:41]([C:22]2[CH:23]=[CH:24][CH:25]=[C:26]3[C:21]=2[CH:20]=[CH:19][N:18]=[C:17]3[C:15]2[CH:14]=[CH:13][C:10]([C:11]([NH2:12])=[O:45])=[C:9]([NH:8][CH:5]3[CH2:4][CH2:3][CH:2]([OH:1])[CH2:7][CH2:6]3)[CH:16]=2)[CH:40]=[N:39][CH:38]=1.